This data is from HIV replication inhibition screening data with 41,000+ compounds from the AIDS Antiviral Screen. The task is: Binary Classification. Given a drug SMILES string, predict its activity (active/inactive) in a high-throughput screening assay against a specified biological target. (1) The drug is Cc1ccc(S(=O)(=O)NN=C2CC3C4CCC3C2C4)cc1. The result is 0 (inactive). (2) The molecule is C=C1c2nc3ccccc3n2C=C(c2ccc(C)cc2)N1c1ccc(OC)cc1. The result is 0 (inactive). (3) The drug is COC(=O)C1Cc2c(n(C)c3ccccc23)C(CCC(=O)O)N1Cc1ccccc1. The result is 0 (inactive).